Dataset: B-cell epitopes from PDB crystal structures with 447 antigens. Task: Token-level Classification. Given an antigen amino acid sequence, predict which amino acid positions are active epitope sites capable of antibody binding. Output is a list of indices for active positions. (1) Given the antigen sequence: PKFESKAALLAARGPEELLCFTERLEDLVCFWEEAPGQYSFSYQLEDEPWKLCRLHQAPTAGAVRFWCSLPTADTSSFVPLELRVTAASGAPRYHRVIHINEVVLLDAPVGLVARLADESGHVVLRWLPPPETPMTSHIRYEVDVSAGQGSVQRVEILEGRTECVLSNLRGRTRYTFAVRARMAEPSFGGFWSAWSEPVSLLTPSD, which amino acid positions are active epitope sites? The epitope positions are: [24, 25, 44, 45, 46, 47, 71, 72, 73, 75, 76, 77, 78, 79, 133, 134, 136, 137, 184, 185... (22 total positions)]. The amino acids at these positions are: LELEDETADSSFVPPMSHEPSF. (2) Given the antigen sequence: PLHLGKCNIAGWILGNPECESLSTASSWSYIVETSSSDNGTCYPGDFIDYEELREQLSSVSSFERFEIFPKTSSWPNHDSNKGVTAACPHAGAKSFYKNLIWLVKKGNSYPKLSKSYINDKGKEVLVLWGIHHPSTSADQQSLYQNADAYVFVGSSRYSKKFKPEIAIRPKVRDQEGRMNYYWTLVEPGDKITFEATGNLVVPRYAFAMERNAGSGIIISDTVDDGFLDIWTYNAE, which amino acid positions are active epitope sites? The epitope positions are: [21, 22, 23, 24, 61, 62, 63, 64, 65, 66, 69, 71, 72, 73, 97, 113, 114, 115, 116, 117... (29 total positions)]. The amino acids at these positions are: LSTASFERFEPTSSKSKSYINKGKVRYFA. (3) Given the antigen sequence: SIPWNLERITPPRYYLVEVYLLDTSIQSDHREIEGRVMVTDFENVPEEDGTRFHRQASKCDSHGTHLAGVVSGRDAGVAKGASMRSLRVLNCQGKGTVSGTLIGLEFIRKSQLVQPVGPLVVLLPLAGGYSRVLNAACQRLARAGVVLVTAAGNFRDDACLYSPASAPEVITVGATNAQDQPVTLGTLGTNFGRCVDLFAPGEDIIGASSDCSTCFVSQSGTSQAAAHVAGIAAMMLSAEPELTLAELRQRLIHFSAKDVINEAWFPEDQRVLTPNLVAALPPSTHWQLFCRTVWSAHSGPTRMATAIARCAPDEELLSCSSFSRSGKRRGERMEAQGGKLVCRAHNAFGGEGVYAIARCCLLPQAACSVHTAPPAEASMGTRVHCHQQGHVLTGCSSHWEVEDLPNQCVGHREASIHASCCHAPGLECKVKEHGIPAPQGQVTVACEEGWTLTGCSALPGTSHVLGAYAVDNTCVVRSRAVTAVAICCRSR, which amino acid positions are active epitope sites? The epitope positions are: [50, 51, 52, 56, 57, 58, 91, 92, 93, 94, 153, 154, 184, 185, 186, 187, 203, 216, 217, 218... (22 total positions)]. The amino acids at these positions are: TRFASKCQGKNFLGTLDVSQSG. (4) The epitope positions are: [40, 42, 43, 44, 45, 47, 52, 66, 67, 68, 69, 80, 83]. The amino acids at these positions are: QTNRNDYGKTPSL. Given the antigen sequence: KVFGRCELAAAMKRHGLDNYRGYSLGNWVCAAKFESNFNSQATNRNTDGSTDYGVLQINSRWWCNDGKTPGSRNLCNIPCSALLSSDITATVNCAKKIVSDGNGMNAWVAWRNRCKGTDVQAWIRGCRL, which amino acid positions are active epitope sites? (5) Given the antigen sequence: SSIVSLLGIKVLNNPAKFTDPYEFEITFECLESLKHDLEWKLTYVGSSHDQELDSILVGPVPVGVNKFVFSADPPSAVSVTVILLSCSYDGREFVRVGYYVNNEYDEEELRENPPAKVQVDHIVRNILAEKPRVTRFNIVWDN, which amino acid positions are active epitope sites? The epitope positions are: [9, 10, 11, 12, 13, 14, 15, 16, 19, 20, 22, 24, 55, 58, 65, 66, 67, 68, 70, 123]. The amino acids at these positions are: KVLNNPAKDPEEIGNKFVSV. (6) The epitope positions are: [20, 24, 25, 27, 28, 29, 30, 31, 32, 33, 35, 36, 37, 38, 39]. The amino acids at these positions are: YLARGAPGAQITYPR. Given the antigen sequence: QWRAAGAATVLLVIVLLAGSYLAVLAERGAPGAQLITYPRALWWSVETATTVGYGDLYPVTLWGRCVAVVVMVAGITSFGLVTAALATWF, which amino acid positions are active epitope sites? (7) Given the antigen sequence: ILGGREAEAHARPYMASVQLNGAHLCGGVLVAEQWVLSAAHCLEDAADGKVQVLLGAHSLSQPEPSKRLYDVLRAVPHPDSQPDTIDHDLLLLQLSEKATLGPAVRPLPWQRVDRDVAPGTLCDVAGWGIVNHAGRRPDSLQHVLLPVLDRATCNRRTHHDGAITERLMCAESNRRDSCKGDSGGPLVCGGVLEGVVTSGSRVCGNRKKPGIYTRVASYAAWIDSVLA, which amino acid positions are active epitope sites? The epitope positions are: [115, 118, 149, 150, 151, 152, 154, 155, 156, 157, 160, 161, 165, 206, 207]. The amino acids at these positions are: DPDRATNRRTDGERK. (8) Given the antigen sequence: SLRCMQCKTNGDCRVEECALGQDLCRTTIVRLWEEGEELELVEKSCTHSEKTNRTLSYRTGLKITSLTEVVCGLDLCNQGNYSRSRYLECISCGSSDMSCERGRHQSLQCRSPEEQCLDVVTHWIKDDRHLRGCGYLPGCPGSNGFHNNDTFHFLKCCNTTKCNEGPILELENLPQNGRQCYSCKGNSTHGCSSEETFLIDCRGPMNQCLVATGTHEPKNQSYMVRGCATASMCQLGDAFSMNHIDVSCCTKSGCNHPD, which amino acid positions are active epitope sites? The epitope positions are: [171, 172, 173, 174, 175, 176, 177, 178, 203, 204, 206, 250, 252]. The amino acids at these positions are: ENLPQNGRGPNTS.